From a dataset of Forward reaction prediction with 1.9M reactions from USPTO patents (1976-2016). Predict the product of the given reaction. (1) Given the reactants O.O.Cl.[NH2:4][C:5]1[N:14]=[C:13]([NH2:15])[C:12]2[C:7](=[N:8][CH:9]=[C:10]([CH2:16][N:17]([CH3:27])[C:18]3[CH:26]=[CH:25][C:21](C(O)=O)=[CH:20][CH:19]=3)[N:11]=2)[N:6]=1.NC1N=C(N)C2C(=NC=C(CN(C3C=CC([C:47](O)=[O:48])=CC=3)C)N=2)N=1.O.O.C(P(=O)(OCC)OCC)#N.CCN(C(C)C)C(C)C.C(O)(=O)C.[CH2:77]([O:79][C:80](=[O:96])[C@@H:81]([O:83][P:84]([CH2:93][CH2:94][NH2:95])([O:86][C:87]1[CH:92]=[CH:91][CH:90]=[CH:89][CH:88]=1)=[O:85])[CH3:82])[CH3:78], predict the reaction product. The product is: [CH2:77]([O:79][C:80](=[O:96])[CH:81]([O:83][P:84]([CH2:93][CH2:94][NH:95][C:47](=[O:48])[C:21]1[CH:20]=[CH:19][C:18]([N:17]([CH2:16][C:10]2[N:11]=[C:12]3[C:7](=[N:8][CH:9]=2)[N:6]=[C:5]([NH2:4])[N:14]=[C:13]3[NH2:15])[CH3:27])=[CH:26][CH:25]=1)([O:86][C:87]1[CH:92]=[CH:91][CH:90]=[CH:89][CH:88]=1)=[O:85])[CH3:82])[CH3:78]. (2) Given the reactants [CH3:1][O:2][C:3]1[CH:8]=[C:7]([O:9][CH3:10])[CH:6]=[CH:5][C:4]=1[C:11](=[O:18])[CH2:12][C:13]([O:15][CH2:16][CH3:17])=[O:14].O[C:20]1[CH:25]=[CH:24][C:23]([NH:26][C:27](=[O:29])[CH3:28])=[CH:22][CH:21]=1, predict the reaction product. The product is: [C:27]([NH:26][C:23]1[CH:22]=[CH:21][C:20]2[O:18][C:11]([C:4]3[CH:5]=[CH:6][C:7]([O:9][CH3:10])=[CH:8][C:3]=3[O:2][CH3:1])=[C:12]([C:13]([O:15][CH2:16][CH3:17])=[O:14])[C:25]=2[CH:24]=1)(=[O:29])[CH3:28]. (3) The product is: [OH:8][C:9]1[CH:18]=[CH:17][C:12]([C:13]([O:15][CH3:16])=[O:14])=[C:11]([N:19]2[CH2:28][C:27]3[C:22](=[CH:23][CH:24]=[CH:25][CH:26]=3)[NH:21][C:20]2=[O:29])[CH:10]=1. Given the reactants [Si]([O:8][C:9]1[CH:18]=[CH:17][C:12]([C:13]([O:15][CH3:16])=[O:14])=[C:11]([N:19]2[CH2:28][C:27]3[C:22](=[CH:23][CH:24]=[CH:25][CH:26]=3)[NH:21][C:20]2=[O:29])[CH:10]=1)(C(C)(C)C)(C)C.[F-].C([N+](CCCC)(CCCC)CCCC)CCC.C1COCC1, predict the reaction product. (4) Given the reactants [N+:1]([C:4]1[CH:5]=[C:6]2[CH2:12][CH2:11][C:10](C(OCC)=O)([C:13]([O:15][C:16](C)(C)[CH3:17])=[O:14])[C:7]2=[N:8][CH:9]=1)([O-:3])=[O:2], predict the reaction product. The product is: [N+:1]([C:4]1[CH:5]=[C:6]2[CH2:12][CH2:11][CH:10]([C:13]([O:15][CH2:16][CH3:17])=[O:14])[C:7]2=[N:8][CH:9]=1)([O-:3])=[O:2]. (5) Given the reactants [NH2:1][C:2]1[N:7]=[C:6]([Cl:8])[CH:5]=[C:4]([NH2:9])[N:3]=1.[CH:10]1([N+:16]#[C-:17])[CH2:15][CH2:14][CH2:13][CH2:12][CH2:11]1.[N:18]1[CH:23]=[CH:22][CH:21]=[CH:20][C:19]=1[CH:24]=O.[C:26](Cl)(=[O:28])[CH3:27], predict the reaction product. The product is: [Cl-:8].[C:26]([N+:1]1[C:24]([C:19]2[CH:20]=[CH:21][CH:22]=[CH:23][N:18]=2)=[C:17]([NH:16][CH:10]2[CH2:15][CH2:14][CH2:13][CH2:12][CH2:11]2)[N:3]2[C:4]([NH2:9])=[CH:5][C:6]([Cl:8])=[N:7][C:2]=12)(=[O:28])[CH3:27]. (6) Given the reactants [CH2:1]([C:4]1[CH:5]=[N:6][C:7]([N:10]2[CH2:15][CH2:14][CH:13]([O:16][C:17]3[S:18][C:19]4[CH:25]=[C:24]([C:26]5[CH2:27][CH2:28][NH:29][CH2:30][CH:31]=5)[CH:23]=[CH:22][C:20]=4[N:21]=3)[CH2:12][CH2:11]2)=[N:8][CH:9]=1)[CH2:2][CH3:3].C(N(CC)CC)C.Cl[S:40]([CH2:43][CH2:44][CH2:45][C:46]([O:48][CH3:49])=[O:47])(=[O:42])=[O:41], predict the reaction product. The product is: [CH2:1]([C:4]1[CH:5]=[N:6][C:7]([N:10]2[CH2:15][CH2:14][CH:13]([O:16][C:17]3[S:18][C:19]4[CH:25]=[C:24]([C:26]5[CH2:27][CH2:28][N:29]([S:40]([CH2:43][CH2:44][CH2:45][C:46]([O:48][CH3:49])=[O:47])(=[O:42])=[O:41])[CH2:30][CH:31]=5)[CH:23]=[CH:22][C:20]=4[N:21]=3)[CH2:12][CH2:11]2)=[N:8][CH:9]=1)[CH2:2][CH3:3].